Dataset: Full USPTO retrosynthesis dataset with 1.9M reactions from patents (1976-2016). Task: Predict the reactants needed to synthesize the given product. (1) Given the product [S:37]([O-:40])([O:27][C:24]1[CH:23]=[CH:22][C:21]([C:18]2[O:17][C:16]([C@H:12]([NH:11][C:8]3[CH:7]=[CH:6][C:3]([C:4]#[N:5])=[C:2]([Cl:1])[C:9]=3[CH3:10])[C@@H:13]([OH:15])[CH3:14])=[N:20][N:19]=2)=[CH:26][CH:25]=1)(=[O:39])=[O:38].[Na+:30], predict the reactants needed to synthesize it. The reactants are: [Cl:1][C:2]1[C:9]([CH3:10])=[C:8]([NH:11][C@@H:12]([C:16]2[O:17][C:18]([C:21]3[CH:26]=[CH:25][C:24]([OH:27])=[CH:23][CH:22]=3)=[N:19][N:20]=2)[C@@H:13]([OH:15])[CH3:14])[CH:7]=[CH:6][C:3]=1[C:4]#[N:5].C[O-].[Na+:30].N1C=CC=CC=1.[S:37](=[O:40])(=[O:39])=[O:38]. (2) Given the product [OH:29][CH2:26][C:27]#[C:28][C:2]1[CH:3]=[C:4]([CH:8]([C:19]2[CH:24]=[CH:23][CH:22]=[CH:21][C:20]=2[CH3:25])[CH2:9][C:10]([C:12]2[CH:17]=[CH:16][N:15]=[C:14]([CH3:18])[CH:13]=2)=[O:11])[CH:5]=[CH:6][CH:7]=1, predict the reactants needed to synthesize it. The reactants are: Br[C:2]1[CH:3]=[C:4]([CH:8]([C:19]2[CH:24]=[CH:23][CH:22]=[CH:21][C:20]=2[CH3:25])[CH2:9][C:10]([C:12]2[CH:17]=[CH:16][N:15]=[C:14]([CH3:18])[CH:13]=2)=[O:11])[CH:5]=[CH:6][CH:7]=1.[CH2:26]([OH:29])[C:27]#[CH:28]. (3) Given the product [O:1]1[CH:5]=[CH:4][CH:3]=[C:2]1[C:6]([C:8]1[S:12][CH:11]=[C:10]([CH2:13][C:14]([O:16][CH:17]([CH3:19])[CH3:18])=[O:15])[CH:9]=1)=[O:7], predict the reactants needed to synthesize it. The reactants are: [O:1]1[CH:5]=[CH:4][CH:3]=[C:2]1[C:6]([C:8]1[S:12][CH:11]=[C:10]([CH2:13][C:14]([OH:16])=[O:15])[CH:9]=1)=[O:7].[CH:17](O)([CH3:19])[CH3:18].